From a dataset of Forward reaction prediction with 1.9M reactions from USPTO patents (1976-2016). Predict the product of the given reaction. (1) Given the reactants Cl[C:2]1[C:7]([CH2:8][CH:9]=O)=[C:6]([Cl:11])[N:5]=[CH:4][N:3]=1.Cl.[CH3:13][O:14][C:15]([C:17]1([NH2:20])[CH2:19][CH2:18]1)=[O:16].C(N(CC)CC)C.C(O)(=O)C, predict the reaction product. The product is: [CH3:13][O:14][C:15]([C:17]1([N:20]2[C:2]3[N:3]=[CH:4][N:5]=[C:6]([Cl:11])[C:7]=3[CH:8]=[CH:9]2)[CH2:19][CH2:18]1)=[O:16]. (2) Given the reactants Br[C:2]1[CH:3]=[C:4]([F:15])[CH:5]=[C:6]2[C:10]=1[NH:9][C:8]([C:11]([NH2:13])=[O:12])=[C:7]2[CH3:14].[F:16][C:17]1[CH:22]=[CH:21][C:20](B(O)O)=[CH:19][CH:18]=1, predict the reaction product. The product is: [F:15][C:4]1[CH:5]=[C:6]2[C:10](=[C:2]([C:20]3[CH:21]=[CH:22][C:17]([F:16])=[CH:18][CH:19]=3)[CH:3]=1)[NH:9][C:8]([C:11]([NH2:13])=[O:12])=[C:7]2[CH3:14]. (3) The product is: [Br:1][C:2]1[CH:3]=[CH:4][C:5]2[C@H:10]([CH2:11][C:12]([OH:14])=[O:13])[O:9][CH2:8][CH2:7][C:6]=2[CH:15]=1. Given the reactants [Br:1][C:2]1[CH:3]=[CH:4][C:5]2[CH:10]([CH2:11][C:12]([OH:14])=[O:13])[O:9][CH2:8][CH2:7][C:6]=2[CH:15]=1.CC1C=CC([C@H](N)C)=CC=1.Cl, predict the reaction product. (4) Given the reactants [C:1]([OH:13])(=O)[C:2]1[CH:11]=[CH:10][C:9]2[C:4](=[CH:5][CH:6]=[CH:7][CH:8]=2)[N:3]=1.CN(C(ON1N=NC2C=CC=NC1=2)=[N+](C)C)C.F[P-](F)(F)(F)(F)F.C(N(C(C)C)CC)(C)C.[Cl:47][C:48]1[CH:53]=[CH:52][C:51]([C:54]2[N:59]=[C:58]([NH:60][CH2:61][CH2:62][NH:63][C:64](=[O:66])[CH3:65])[CH:57]=[C:56]([N:67]3[CH2:72][CH2:71][NH:70][CH2:69][CH2:68]3)[N:55]=2)=[CH:50][CH:49]=1, predict the reaction product. The product is: [Cl:47][C:48]1[CH:49]=[CH:50][C:51]([C:54]2[N:59]=[C:58]([NH:60][CH2:61][CH2:62][NH:63][C:64](=[O:66])[CH3:65])[CH:57]=[C:56]([N:67]3[CH2:72][CH2:71][N:70]([C:1]([C:2]4[CH:11]=[CH:10][C:9]5[C:4](=[CH:5][CH:6]=[CH:7][CH:8]=5)[N:3]=4)=[O:13])[CH2:69][CH2:68]3)[N:55]=2)=[CH:52][CH:53]=1.